From a dataset of Forward reaction prediction with 1.9M reactions from USPTO patents (1976-2016). Predict the product of the given reaction. (1) Given the reactants [CH3:1][N:2]([CH:4]=[N:5][S:6]([C:9]1[CH:14]=[CH:13][C:12]([CH2:15][OH:16])=[C:11]([F:17])[CH:10]=1)(=[O:8])=[O:7])[CH3:3], predict the reaction product. The product is: [CH3:3][N:2]([CH:4]=[N:5][S:6]([C:9]1[CH:14]=[CH:13][C:12]([CH:15]=[O:16])=[C:11]([F:17])[CH:10]=1)(=[O:8])=[O:7])[CH3:1]. (2) Given the reactants Br[CH2:2][C:3]1[C:8]([N+:9]([O-:11])=[O:10])=[CH:7][CH:6]=[CH:5][N:4]=1.[P:12]([O:19]CC)([O:16][CH2:17][CH3:18])[O:13][CH2:14][CH3:15], predict the reaction product. The product is: [N+:9]([C:8]1[C:3]([CH2:2][P:12](=[O:19])([O:16][CH2:17][CH3:18])[O:13][CH2:14][CH3:15])=[N:4][CH:5]=[CH:6][CH:7]=1)([O-:11])=[O:10]. (3) Given the reactants [Br:1][C:2]1[CH:3]=[C:4]([CH:8]=[C:9]([S:12](Cl)(=[O:14])=[O:13])[C:10]=1[F:11])[C:5]([OH:7])=[O:6].CCN(C(C)C)C(C)C.[NH:25]1[CH2:30][CH2:29][O:28][CH2:27][CH2:26]1, predict the reaction product. The product is: [Br:1][C:2]1[CH:3]=[C:4]([CH:8]=[C:9]([S:12]([N:25]2[CH2:30][CH2:29][O:28][CH2:27][CH2:26]2)(=[O:14])=[O:13])[C:10]=1[F:11])[C:5]([OH:7])=[O:6]. (4) The product is: [Br:1][C:25]1[C:18]2[C:17]([C:11]3[CH:12]=[CH:13][C:14]([CH3:16])=[CH:15][C:10]=3[CH3:9])=[N:22][CH:21]=[N:20][C:19]=2[N:23]([CH2:26][O:27][CH2:28][CH2:29][Si:30]([CH3:31])([CH3:33])[CH3:32])[CH:24]=1. Given the reactants [Br:1]N1C(=O)CCC1=O.[CH3:9][C:10]1[CH:15]=[C:14]([CH3:16])[CH:13]=[CH:12][C:11]=1[C:17]1[C:18]2[CH:25]=[CH:24][N:23]([CH2:26][O:27][CH2:28][CH2:29][Si:30]([CH3:33])([CH3:32])[CH3:31])[C:19]=2[N:20]=[CH:21][N:22]=1, predict the reaction product. (5) Given the reactants [N+:1]([O-:4])(O)=[O:2].[NH2:5][C:6]1[C:7]([CH3:16])=[C:8]([C:12]([F:15])([F:14])[F:13])[CH:9]=[CH:10][CH:11]=1, predict the reaction product. The product is: [NH2:5][C:6]1[C:7]([CH3:16])=[C:8]([C:12]([F:13])([F:14])[F:15])[CH:9]=[C:10]([N+:1]([O-:4])=[O:2])[CH:11]=1. (6) Given the reactants [CH:1]([C:4]1[NH:8][N:7]=[C:6]([NH:9][C:10]2[C:11]3[CH2:26][CH2:25][CH2:24][C:12]=3[N:13]=[C:14]([N:16]3[CH2:20][CH2:19][CH2:18][CH:17]3[C:21]([OH:23])=O)[N:15]=2)[CH:5]=1)([CH3:3])[CH3:2].[NH:27]1[CH2:32][CH2:31][O:30][CH2:29][CH2:28]1.CN(C(ON1N=NC2C=CC=NC1=2)=[N+](C)C)C.F[P-](F)(F)(F)(F)F.CCN(C(C)C)C(C)C, predict the reaction product. The product is: [CH:1]([C:4]1[NH:8][N:7]=[C:6]([NH:9][C:10]2[C:11]3[CH2:26][CH2:25][CH2:24][C:12]=3[N:13]=[C:14]([N:16]3[CH2:20][CH2:19][CH2:18][C@@H:17]3[C:21]([N:27]3[CH2:32][CH2:31][O:30][CH2:29][CH2:28]3)=[O:23])[N:15]=2)[CH:5]=1)([CH3:2])[CH3:3].